This data is from Catalyst prediction with 721,799 reactions and 888 catalyst types from USPTO. The task is: Predict which catalyst facilitates the given reaction. (1) Reactant: F[C:2]1[C:7]([F:8])=[C:6]([CH3:9])[C:5]([F:10])=[C:4]([F:11])[N:3]=1.[OH:12][C:13]1[CH:17]=[C:16]([C:18]([F:21])([F:20])[F:19])[S:15][CH:14]=1.C(=O)([O-])[O-].[K+].[K+]. Product: [F:11][C:4]1[C:5]([F:10])=[C:6]([CH3:9])[C:7]([F:8])=[C:2]([O:12][C:13]2[CH:17]=[C:16]([C:18]([F:21])([F:20])[F:19])[S:15][CH:14]=2)[N:3]=1. The catalyst class is: 18. (2) Reactant: [I-].[CH3:2][S+](C)(C)=O.[OH-].[K+].C(O[C@@H:13]1[C@H:18]2[C@H:19]3[C@H:29]([CH2:30][CH2:31][C@:16]2([CH3:17])[C:15](=[O:34])[CH2:14]1)[C@:27]1([CH3:28])[C:22]([CH:23]=[C:24]([O:32][CH3:33])[CH2:25][CH2:26]1)=[CH:21][CH2:20]3)(=O)C.O. Product: [CH2:2]1[C@@H:14]2[C:15](=[O:34])[C@:16]3([CH2:31][CH2:30][C@H:29]4[C@@H:19]([CH2:20][CH:21]=[C:22]5[C@:27]4([CH3:28])[CH2:26][CH2:25][C:24]([O:32][CH3:33])=[CH:23]5)[C@@H:18]3[C@H:13]12)[CH3:17]. The catalyst class is: 16. (3) Reactant: [NH2:1][CH:2]1[CH2:7][CH2:6][CH:5]([NH2:8])[CH2:4][CH2:3]1.C1C(=O)N([O:16][C:17]([CH2:19][CH2:20][CH2:21][CH2:22][CH:23]2[S:27][CH2:26][CH:25]3[NH:28][C:29]([NH:31][CH:24]23)=[O:30])=O)C(=O)C1.CCOCC. Product: [NH2:1][CH:2]1[CH2:7][CH2:6][CH:5]([NH:8][C:17](=[O:16])[CH2:19][CH2:20][CH2:21][CH2:22][CH:23]2[CH:24]3[CH:25]([NH:28][C:29](=[O:30])[NH:31]3)[CH2:26][S:27]2)[CH2:4][CH2:3]1. The catalyst class is: 3. (4) Reactant: [OH:1][CH:2]1[CH2:7][CH2:6][N:5]([C:8]([O:10][C:11]([CH3:14])([CH3:13])[CH3:12])=[O:9])[CH2:4][CH2:3]1.N(C(OCC)=O)=NC(OCC)=O.O[C:28]1[CH:33]=[CH:32][C:31]([CH2:34][C:35]([O:37][CH3:38])=[O:36])=[CH:30][CH:29]=1.C1(P(C2C=CC=CC=2)C2C=CC=CC=2)C=CC=CC=1. Product: [C:11]([O:10][C:8]([N:5]1[CH2:4][CH2:3][CH:2]([O:1][C:28]2[CH:33]=[CH:32][C:31]([CH2:34][C:35]([O:37][CH3:38])=[O:36])=[CH:30][CH:29]=2)[CH2:7][CH2:6]1)=[O:9])([CH3:14])([CH3:13])[CH3:12]. The catalyst class is: 7.